The task is: Predict the product of the given reaction.. This data is from Forward reaction prediction with 1.9M reactions from USPTO patents (1976-2016). (1) Given the reactants [CH3:1][O:2][C:3]1[CH:4]=[C:5]2[C:14](=[CH:15][CH:16]=1)[C:13](=[O:17])[C:12]1[CH:11]=[CH:10][C:9]([C:18](O)=[O:19])=[CH:8][C:7]=1[O:6]2.F[P-](F)(F)(F)(F)F.N1C2C=CC=C(OC(N(C)C)=[N+](C)C)C=2N=N1.[CH:45]([N:48](CC)[CH:49](C)[CH3:50])(C)[CH3:46].C(NCC)C, predict the reaction product. The product is: [CH2:45]([N:48]([CH2:49][CH3:50])[C:18]([C:9]1[CH:10]=[CH:11][C:12]2[C:13](=[O:17])[C:14]3[C:5]([O:6][C:7]=2[CH:8]=1)=[CH:4][C:3]([O:2][CH3:1])=[CH:16][CH:15]=3)=[O:19])[CH3:46]. (2) Given the reactants [I:1][C:2]1[N:6]2[CH:7]=[CH:8][C:9]([C:11]([NH:13][NH2:14])=[O:12])=[CH:10][C:5]2=[N:4][CH:3]=1.[C:15](N1C=CN=C1)(N1C=CN=C1)=[O:16].C(N(CC)CC)C, predict the reaction product. The product is: [I:1][C:2]1[N:6]2[CH:7]=[CH:8][C:9]([C:11]3[O:12][C:15](=[O:16])[NH:14][N:13]=3)=[CH:10][C:5]2=[N:4][CH:3]=1. (3) Given the reactants [NH2:1][C:2]1[CH:7]=[C:6]([Cl:8])[C:5]([Cl:9])=[CH:4][N:3]=1.OS(O)(=O)=O.[N+:15]([O-])([OH:17])=[O:16].[OH-].[Na+], predict the reaction product. The product is: [NH2:1][C:2]1[C:7]([N+:15]([O-:17])=[O:16])=[C:6]([Cl:8])[C:5]([Cl:9])=[CH:4][N:3]=1. (4) Given the reactants [OH:1][C:2]1[CH:3]=[C:4]([CH:19]=[CH:20][CH:21]=1)[O:5][CH:6]1[CH2:11][CH2:10][N:9]([C:12]([O:14][C:15]([CH3:18])([CH3:17])[CH3:16])=[O:13])[CH2:8][CH2:7]1.C(=O)([O-])[O-].[Cs+].[Cs+].FC(F)(F)S(O[CH2:34][C:35]([F:38])([F:37])[F:36])(=O)=O.O, predict the reaction product. The product is: [F:36][C:35]([F:38])([F:37])[CH2:34][O:1][C:2]1[CH:3]=[C:4]([CH:19]=[CH:20][CH:21]=1)[O:5][CH:6]1[CH2:11][CH2:10][N:9]([C:12]([O:14][C:15]([CH3:18])([CH3:16])[CH3:17])=[O:13])[CH2:8][CH2:7]1.